Dataset: Catalyst prediction with 721,799 reactions and 888 catalyst types from USPTO. Task: Predict which catalyst facilitates the given reaction. (1) Reactant: Cl.O1CCOCC1.[CH2:8]([N:15]([CH:17]1[CH2:22][CH2:21][N:20](C(OC(C)(C)C)=O)[CH2:19][CH2:18]1)[CH3:16])[C:9]1[CH:14]=[CH:13][CH:12]=[CH:11][CH:10]=1. Product: [CH2:8]([N:15]([CH3:16])[CH:17]1[CH2:22][CH2:21][NH:20][CH2:19][CH2:18]1)[C:9]1[CH:10]=[CH:11][CH:12]=[CH:13][CH:14]=1. The catalyst class is: 169. (2) Reactant: N12CCCN=C1CCCCC2.[NH2:12][CH2:13][C:14]1[CH:19]=[CH:18][CH:17]=[CH:16][C:15]=1[C:20]1[CH:25]=[CH:24][C:23]([C:26]2[S:27][CH:28]=[CH:29][C:30]=2[NH:31][S:32]([CH:35]([CH3:37])[CH3:36])(=[O:34])=[O:33])=[CH:22][CH:21]=1.[CH:38]([S:41](Cl)(=[O:43])=[O:42])([CH3:40])[CH3:39]. Product: [CH3:39][CH:38]([S:41]([NH:12][CH2:13][C:14]1[CH:19]=[CH:18][CH:17]=[CH:16][C:15]=1[C:20]1[CH:25]=[CH:24][C:23]([C:26]2[S:27][CH:28]=[CH:29][C:30]=2[NH:31][S:32]([CH:35]([CH3:37])[CH3:36])(=[O:34])=[O:33])=[CH:22][CH:21]=1)(=[O:43])=[O:42])[CH3:40]. The catalyst class is: 4. (3) Reactant: [C:1](OC(=O)C)(=[O:3])[CH3:2].[NH2:8][CH2:9][C@H:10]1[O:14][C:13](=[O:15])[N:12]([C:16]2[CH:17]=[C:18]3[C:22](=[C:23]([F:25])[CH:24]=2)[N:21]([CH2:26][CH:27]2[CH2:29][CH2:28]2)[C:20](=[O:30])[CH2:19]3)[CH2:11]1.N1C=CC=CC=1. Product: [CH:27]1([CH2:26][N:21]2[C:22]3[C:18](=[CH:17][C:16]([N:12]4[CH2:11][C@H:10]([CH2:9][NH:8][C:1](=[O:3])[CH3:2])[O:14][C:13]4=[O:15])=[CH:24][C:23]=3[F:25])[CH2:19][C:20]2=[O:30])[CH2:28][CH2:29]1. The catalyst class is: 4. (4) Reactant: [Br:1][C:2]1[CH:18]=[CH:17][C:5]2[CH:6]([OH:16])[C:7]3[CH:14]=[C:13]([OH:15])[CH:12]=[CH:11][C:8]=3[O:9][CH2:10][C:4]=2[CH:3]=1.[CH3:19]C1C=CC(S(O)(=O)=O)=CC=1.O. Product: [Br:1][C:2]1[CH:18]=[CH:17][C:5]2[CH:6]([O:16][CH3:19])[C:7]3[CH:14]=[C:13]([OH:15])[CH:12]=[CH:11][C:8]=3[O:9][CH2:10][C:4]=2[CH:3]=1. The catalyst class is: 5. (5) Reactant: C([O:8][C:9]1[CH:14]=[C:13]([CH2:15][CH2:16][C:17]([F:20])([F:19])[F:18])[CH:12]=[CH:11][C:10]=1[N:21]1[S:25](=[O:27])(=[O:26])[N:24](CC[Si](C)(C)C)[C:23](=[O:34])[CH2:22]1)C1C=CC=CC=1. Product: [OH:8][C:9]1[CH:14]=[C:13]([CH2:15][CH2:16][C:17]([F:20])([F:18])[F:19])[CH:12]=[CH:11][C:10]=1[N:21]1[S:25](=[O:27])(=[O:26])[NH:24][C:23](=[O:34])[CH2:22]1. The catalyst class is: 723. (6) Reactant: CS(O[CH:6]1[CH2:9][N:8]([C:10]2[S:11][CH:12]=[C:13]([C:15](=[O:35])[NH:16][C@H:17]3[CH2:21][CH2:20][N:19]([C:22]([O:24][CH2:25][C:26]4[CH:31]=[CH:30][C:29]([N+:32]([O-:34])=[O:33])=[CH:28][CH:27]=4)=[O:23])[CH2:18]3)[N:14]=2)[CH2:7]1)(=O)=O.[C:36]([O-:39])(=[S:38])[CH3:37].[K+]. Product: [C:36]([S:38][CH:6]1[CH2:7][N:8]([C:10]2[S:11][CH:12]=[C:13]([C:15](=[O:35])[NH:16][C@H:17]3[CH2:21][CH2:20][N:19]([C:22]([O:24][CH2:25][C:26]4[CH:31]=[CH:30][C:29]([N+:32]([O-:34])=[O:33])=[CH:28][CH:27]=4)=[O:23])[CH2:18]3)[N:14]=2)[CH2:9]1)(=[O:39])[CH3:37]. The catalyst class is: 9. (7) Reactant: [CH2:1]([C@H:8]1[CH2:12][O:11][C:10](=[O:13])[N:9]1[C:14](=[O:23])[CH2:15][C:16]1[CH:21]=[CH:20][C:19]([F:22])=[CH:18][CH:17]=1)[C:2]1[CH:7]=[CH:6][CH:5]=[CH:4][CH:3]=1.IC.[CH3:26][Si]([N-][Si](C)(C)C)(C)C.[Na+]. Product: [CH2:1]([C@H:8]1[CH2:12][O:11][C:10](=[O:13])[N:9]1[C:14](=[O:23])[C@H:15]([C:16]1[CH:17]=[CH:18][C:19]([F:22])=[CH:20][CH:21]=1)[CH3:26])[C:2]1[CH:7]=[CH:6][CH:5]=[CH:4][CH:3]=1. The catalyst class is: 1. (8) Reactant: [CH2:1]([O:3][C:4]1[CH:23]=[CH:22][C:7]([O:8][CH:9]2[CH2:12][N:11]([C:13]3[CH:18]=[CH:17][C:16]([C@@H:19]([NH2:21])[CH3:20])=[CH:15][CH:14]=3)[CH2:10]2)=[CH:6][CH:5]=1)[CH3:2].[F:24][C:25]([F:36])([F:35])[C:26](O[C:26](=[O:27])[C:25]([F:36])([F:35])[F:24])=[O:27]. Product: [CH2:1]([O:3][C:4]1[CH:23]=[CH:22][C:7]([O:8][CH:9]2[CH2:10][N:11]([C:13]3[CH:18]=[CH:17][C:16]([C@@H:19]([NH:21][C:26](=[O:27])[C:25]([F:36])([F:35])[F:24])[CH3:20])=[CH:15][CH:14]=3)[CH2:12]2)=[CH:6][CH:5]=1)[CH3:2]. The catalyst class is: 2. (9) Reactant: [CH3:1][S:2]([C:5]1[CH:6]=[C:7]([CH2:11][C:12](=[O:14])[CH3:13])[CH:8]=[CH:9][CH:10]=1)(=[O:4])=[O:3].[Br:15]Br. Product: [Br:15][CH:11]([C:7]1[CH:8]=[CH:9][CH:10]=[C:5]([S:2]([CH3:1])(=[O:3])=[O:4])[CH:6]=1)[C:12](=[O:14])[CH3:13]. The catalyst class is: 12. (10) Reactant: [Cl:1][C:2]1[CH:22]=[CH:21][C:5]([CH2:6][N:7]2[C:15]3[C:10](=[CH:11][CH:12]=[CH:13][CH:14]=3)[CH:9]=[C:8]2[C:16]([O:18]CC)=[O:17])=[CH:4][CH:3]=1.[OH-].[Li+]. Product: [Cl:1][C:2]1[CH:3]=[CH:4][C:5]([CH2:6][N:7]2[C:15]3[C:10](=[CH:11][CH:12]=[CH:13][CH:14]=3)[CH:9]=[C:8]2[C:16]([OH:18])=[O:17])=[CH:21][CH:22]=1. The catalyst class is: 20.